This data is from Catalyst prediction with 721,799 reactions and 888 catalyst types from USPTO. The task is: Predict which catalyst facilitates the given reaction. (1) Product: [CH3:22][CH:21]([O:20][C:18]([N:8]1[CH2:9][CH2:10][C:11]2[C:16](=[CH:15][CH:14]=[CH:13][CH:12]=2)[C@@H:7]1[C:1]1[CH:2]=[CH:3][CH:4]=[CH:5][CH:6]=1)=[O:19])[CH3:23]. Reactant: [C:1]1([C@H:7]2[C:16]3[C:11](=[CH:12][CH:13]=[CH:14][CH:15]=3)[CH2:10][CH2:9][NH:8]2)[CH:6]=[CH:5][CH:4]=[CH:3][CH:2]=1.Cl[C:18]([O:20][CH:21]([CH3:23])[CH3:22])=[O:19].C1(C)C=CC=CC=1.C(=O)([O-])[O-].[K+].[K+]. The catalyst class is: 6. (2) Reactant: [CH2:1]([N:8]1[CH:12]=[C:11]([OH:13])[CH:10]=[N:9]1)[C:2]1[CH:7]=[CH:6][CH:5]=[CH:4][CH:3]=1.[C:14]([O-])([O-])=O.[Cs+].[Cs+].CI. Product: [CH3:14][O:13][C:11]1[CH:10]=[N:9][N:8]([CH2:1][C:2]2[CH:3]=[CH:4][CH:5]=[CH:6][CH:7]=2)[CH:12]=1. The catalyst class is: 31.